Dataset: NCI-60 drug combinations with 297,098 pairs across 59 cell lines. Task: Regression. Given two drug SMILES strings and cell line genomic features, predict the synergy score measuring deviation from expected non-interaction effect. (1) Drug 1: C1CCN(CC1)CCOC2=CC=C(C=C2)C(=O)C3=C(SC4=C3C=CC(=C4)O)C5=CC=C(C=C5)O. Drug 2: C1=CC(=CC=C1CC(C(=O)O)N)N(CCCl)CCCl.Cl. Cell line: HL-60(TB). Synergy scores: CSS=28.5, Synergy_ZIP=5.69, Synergy_Bliss=6.24, Synergy_Loewe=-14.0, Synergy_HSA=-0.238. (2) Drug 1: C1=C(C(=O)NC(=O)N1)N(CCCl)CCCl. Drug 2: CS(=O)(=O)CCNCC1=CC=C(O1)C2=CC3=C(C=C2)N=CN=C3NC4=CC(=C(C=C4)OCC5=CC(=CC=C5)F)Cl. Cell line: NCI/ADR-RES. Synergy scores: CSS=34.6, Synergy_ZIP=10.5, Synergy_Bliss=12.0, Synergy_Loewe=7.93, Synergy_HSA=12.7. (3) Drug 1: C1=NC2=C(N1)C(=S)N=C(N2)N. Drug 2: CCN(CC)CCNC(=O)C1=C(NC(=C1C)C=C2C3=C(C=CC(=C3)F)NC2=O)C. Cell line: BT-549. Synergy scores: CSS=20.1, Synergy_ZIP=-5.27, Synergy_Bliss=0.977, Synergy_Loewe=-4.59, Synergy_HSA=-2.46. (4) Drug 1: C1CCC(C1)C(CC#N)N2C=C(C=N2)C3=C4C=CNC4=NC=N3. Drug 2: C(CC(=O)O)C(=O)CN.Cl. Cell line: NCI-H522. Synergy scores: CSS=7.64, Synergy_ZIP=-4.27, Synergy_Bliss=1.50, Synergy_Loewe=-0.146, Synergy_HSA=1.94. (5) Synergy scores: CSS=27.2, Synergy_ZIP=3.11, Synergy_Bliss=5.16, Synergy_Loewe=-9.21, Synergy_HSA=3.79. Drug 1: CC1=CC=C(C=C1)C2=CC(=NN2C3=CC=C(C=C3)S(=O)(=O)N)C(F)(F)F. Drug 2: CC1C(C(CC(O1)OC2CC(CC3=C2C(=C4C(=C3O)C(=O)C5=C(C4=O)C(=CC=C5)OC)O)(C(=O)CO)O)N)O.Cl. Cell line: T-47D. (6) Drug 1: CC1=CC2C(CCC3(C2CCC3(C(=O)C)OC(=O)C)C)C4(C1=CC(=O)CC4)C. Drug 2: CN(CC1=CN=C2C(=N1)C(=NC(=N2)N)N)C3=CC=C(C=C3)C(=O)NC(CCC(=O)O)C(=O)O. Cell line: NCI-H322M. Synergy scores: CSS=-12.1, Synergy_ZIP=11.6, Synergy_Bliss=8.51, Synergy_Loewe=-7.35, Synergy_HSA=-7.35. (7) Drug 1: C1=CC(=C2C(=C1NCCNCCO)C(=O)C3=C(C=CC(=C3C2=O)O)O)NCCNCCO. Drug 2: CC(C)CN1C=NC2=C1C3=CC=CC=C3N=C2N. Cell line: SN12C. Synergy scores: CSS=37.1, Synergy_ZIP=-0.584, Synergy_Bliss=-1.65, Synergy_Loewe=-22.8, Synergy_HSA=-1.49. (8) Drug 1: CCC1=C2CN3C(=CC4=C(C3=O)COC(=O)C4(CC)O)C2=NC5=C1C=C(C=C5)O. Drug 2: COCCOC1=C(C=C2C(=C1)C(=NC=N2)NC3=CC=CC(=C3)C#C)OCCOC.Cl. Cell line: RPMI-8226. Synergy scores: CSS=37.8, Synergy_ZIP=-3.30, Synergy_Bliss=-1.15, Synergy_Loewe=-70.2, Synergy_HSA=-0.806.